From a dataset of Catalyst prediction with 721,799 reactions and 888 catalyst types from USPTO. Predict which catalyst facilitates the given reaction. (1) Reactant: Br[C:2]1[CH:3]=[C:4]([CH2:13][CH3:14])[C:5]2[O:9][CH2:8][C:7]([CH3:11])([CH3:10])[C:6]=2[CH:12]=1.C([Li])(C)(C)C.CCCCC.[B:25](OC)([O:28]C)[O:26]C. Product: [CH3:10][C:7]1([CH3:11])[C:6]2[CH:12]=[C:2]([B:25]([OH:28])[OH:26])[CH:3]=[C:4]([CH2:13][CH3:14])[C:5]=2[O:9][CH2:8]1. The catalyst class is: 7. (2) Reactant: [F:1][C:2]1[C:7]([F:8])=[CH:6][CH:5]=[CH:4][C:3]=1B(O)O.COCCOC.[Cl:18][C:19]1[CH:24]=[C:23](Cl)[N:22]=[CH:21][N:20]=1. Product: [Cl:18][C:19]1[CH:24]=[C:23]([C:3]2[CH:4]=[CH:5][CH:6]=[C:7]([F:8])[C:2]=2[F:1])[N:22]=[CH:21][N:20]=1. The catalyst class is: 6. (3) Reactant: [F:1][C:2]1[CH:3]=[CH:4][C:5](B(O)O)=[N:6][C:7]=1[CH3:8].Cl[C:13]1[C:18]([CH3:19])=[CH:17][C:16]([C:20]2[C:29]3[C:24](=[CH:25][C:26]([S:30]([NH:33][C:34]4[CH:38]=[CH:37][O:36][N:35]=4)(=[O:32])=[O:31])=[CH:27][CH:28]=3)[N:23]=[CH:22][N:21]=2)=[C:15]([O:39][CH3:40])[CH:14]=1.P([O-])([O-])([O-])=O.[K+].[K+].[K+].Cl. Product: [F:1][C:2]1[CH:3]=[CH:4][C:5]([C:13]2[C:18]([CH3:19])=[CH:17][C:16]([C:20]3[C:29]4[C:24](=[CH:25][C:26]([S:30]([NH:33][C:34]5[CH:38]=[CH:37][O:36][N:35]=5)(=[O:31])=[O:32])=[CH:27][CH:28]=4)[N:23]=[CH:22][N:21]=3)=[C:15]([O:39][CH3:40])[CH:14]=2)=[N:6][C:7]=1[CH3:8]. The catalyst class is: 127. (4) Reactant: Br[C:2]1[CH:3]=[CH:4][C:5]([O:16][CH3:17])=[C:6]([CH:15]=1)[O:7][Si:8]([C:11]([CH3:14])([CH3:13])[CH3:12])([CH3:10])[CH3:9].C([Li])(C)(C)C.[Cl:23][C:24]1[CH:29]=[CH:28][C:27]([CH:30]=[O:31])=[CH:26][C:25]=1[S:32]([NH2:35])(=[O:34])=[O:33]. Product: [C:11]([Si:8]([CH3:10])([CH3:9])[O:7][C:6]1[CH:15]=[C:2]([CH:30]([OH:31])[C:27]2[CH:28]=[CH:29][C:24]([Cl:23])=[C:25]([S:32]([NH2:35])(=[O:33])=[O:34])[CH:26]=2)[CH:3]=[CH:4][C:5]=1[O:16][CH3:17])([CH3:14])([CH3:13])[CH3:12]. The catalyst class is: 7. (5) Reactant: [CH2:1]([O:3][C:4](=[O:22])[CH:5]=[C:6]([NH:8][C:9]1[CH:14]=[CH:13][C:12]([CH2:15][C:16]([O:18][CH2:19][CH3:20])=[O:17])=[CH:11][C:10]=1I)[CH3:7])[CH3:2].C(N(CCC)CCC)CC.C(OCC)(=O)C. Product: [CH2:1]([O:3][C:4]([C:5]1[C:14]2[C:9](=[CH:10][CH:11]=[C:12]([CH2:15][C:16]([O:18][CH2:19][CH3:20])=[O:17])[CH:13]=2)[NH:8][C:6]=1[CH3:7])=[O:22])[CH3:2]. The catalyst class is: 3.